Task: Predict the reaction yield, written as a fraction of the theoretical maximum amount of product (1.0 means a 100% yield; for example, 0.34 means a 34% yield).. Dataset: Reaction yield outcomes from USPTO patents with 853,638 reactions (1) The reactants are [C:1]([C:3]1[CH:8]=[CH:7][C:6]([SH:9])=[CH:5][CH:4]=1)#[N:2].[Br:10][CH2:11][CH2:12][CH2:13]Br.C([O-])([O-])=O.[K+].[K+]. The catalyst is CC#N. The product is [Br:10][CH2:11][CH2:12][CH2:13][S:9][C:6]1[CH:7]=[CH:8][C:3]([C:1]#[N:2])=[CH:4][CH:5]=1. The yield is 0.620. (2) The reactants are C([O-])([O-])=O.[K+].[K+].Br[C:8]1[CH:17]=[C:16]2[C:11]([CH:12]=[C:13]([C@@H:19]([NH:21][C:22]3[N:27]=[C:26]([O:28][CH3:29])[C:25]([C:30]#[N:31])=[CH:24][N:23]=3)[CH3:20])[C:14](=[O:18])[NH:15]2)=[CH:10][C:9]=1[Cl:32].[CH:33]1(B(O)O)[CH2:35][CH2:34]1. The catalyst is O.O1CCOCC1.C1C=CC([P]([Pd]([P](C2C=CC=CC=2)(C2C=CC=CC=2)C2C=CC=CC=2)([P](C2C=CC=CC=2)(C2C=CC=CC=2)C2C=CC=CC=2)[P](C2C=CC=CC=2)(C2C=CC=CC=2)C2C=CC=CC=2)(C2C=CC=CC=2)C2C=CC=CC=2)=CC=1. The product is [Cl:32][C:9]1[CH:10]=[C:11]2[C:16](=[CH:17][C:8]=1[CH:33]1[CH2:35][CH2:34]1)[NH:15][C:14](=[O:18])[C:13]([C@@H:19]([NH:21][C:22]1[N:27]=[C:26]([O:28][CH3:29])[C:25]([C:30]#[N:31])=[CH:24][N:23]=1)[CH3:20])=[CH:12]2. The yield is 0.0980. (3) The product is [Cl:1][C:2]1[CH:3]=[C:4]([C:5]2([C:6]#[N:7])[CH2:14][CH2:13][CH2:12]2)[CH:8]=[CH:9][CH:10]=1. The yield is 0.710. The reactants are [Cl:1][C:2]1[CH:3]=[C:4]([CH:8]=[CH:9][CH:10]=1)[CH2:5][C:6]#[N:7].Br[CH2:12][CH2:13][CH2:14]Br.[H-].[Na+].CC(O)C. The catalyst is CCOCC.CS(C)=O.O. (4) The reactants are F[C:2]1[N:7]=[C:6]([C:8]([CH3:12])([CH3:11])[C:9]#[N:10])[CH:5]=[CH:4][CH:3]=1.C[O-].[Na+].[C:16](OCC)(=[O:18])C. The catalyst is CO. The product is [CH3:16][O:18][C:2]1[N:7]=[C:6]([C:8]([CH3:12])([CH3:11])[C:9]#[N:10])[CH:5]=[CH:4][CH:3]=1. The yield is 0.920.